Task: Predict the product of the given reaction.. Dataset: Forward reaction prediction with 1.9M reactions from USPTO patents (1976-2016) Given the reactants [Cl:1][C:2]1[S:3][C:4]([CH2:7]Cl)=[CH:5][CH:6]=1.BrCC1CCCCO1.[Br:17][C:18]1[CH:26]=[CH:25][CH:24]=[C:23]2[C:19]=1[C:20]1([C:31]3=[CH:32][C:33]4[O:37][CH2:36][O:35][C:34]=4[CH:38]=[C:30]3[O:29][CH2:28]1)[C:21](=[O:27])[NH:22]2, predict the reaction product. The product is: [Br:17][C:18]1[CH:26]=[CH:25][CH:24]=[C:23]2[C:19]=1[C:20]1([C:31]3=[CH:32][C:33]4[O:37][CH2:36][O:35][C:34]=4[CH:38]=[C:30]3[O:29][CH2:28]1)[C:21](=[O:27])[N:22]2[CH2:7][C:4]1[S:3][C:2]([Cl:1])=[CH:6][CH:5]=1.